From a dataset of Catalyst prediction with 721,799 reactions and 888 catalyst types from USPTO. Predict which catalyst facilitates the given reaction. (1) Reactant: [F:1][C:2]1[CH:3]=[C:4]([CH:6]=[CH:7][C:8]=1[O:9][C:10]1[C:19]2[C:14](=[CH:15][C:16]([O:22][CH2:23][CH2:24][CH2:25][N:26]3[CH2:31][CH2:30][O:29][CH2:28][CH2:27]3)=[C:17]([O:20][CH3:21])[CH:18]=2)[N:13]=[CH:12][CH:11]=1)[NH2:5].C(N(CC)CC)C.ClC(Cl)(O[C:43](=[O:49])OC(Cl)(Cl)Cl)Cl.[F:51][C:52]1[CH:57]=[C:56]([F:58])[CH:55]=[CH:54][C:53]=1[CH:59]([NH2:61])[CH3:60]. Product: [F:51][C:52]1[CH:57]=[C:56]([F:58])[CH:55]=[CH:54][C:53]=1[CH:59]([NH:61][C:43]([NH:5][C:4]1[CH:6]=[CH:7][C:8]([O:9][C:10]2[C:19]3[C:14](=[CH:15][C:16]([O:22][CH2:23][CH2:24][CH2:25][N:26]4[CH2:31][CH2:30][O:29][CH2:28][CH2:27]4)=[C:17]([O:20][CH3:21])[CH:18]=3)[N:13]=[CH:12][CH:11]=2)=[C:2]([F:1])[CH:3]=1)=[O:49])[CH3:60]. The catalyst class is: 22. (2) Reactant: [Cl:1][C:2]1[N:7]=[CH:6][C:5]([NH2:8])=[C:4]([NH:9][C@@H:10]([CH3:15])[C:11]([F:14])([F:13])[F:12])[CH:3]=1.C(N(CC)CC)C.Cl[C:24]([CH2:26][O:27][C:28](=[O:30])[CH3:29])=[O:25]. Product: [Cl:1][C:2]1[N:7]=[CH:6][C:5]([NH:8][C:24]([CH2:26][O:27][C:28](=[O:30])[CH3:29])=[O:25])=[C:4]([NH:9][C@@H:10]([CH3:15])[C:11]([F:14])([F:12])[F:13])[CH:3]=1. The catalyst class is: 7. (3) Reactant: CN1C=CN=C1.[CH:7]1([CH2:12][C@H:13]([CH2:24][N:25]([CH:34]=[O:35])[O:26][CH2:27][C:28]2[CH:33]=[CH:32][CH:31]=[CH:30][CH:29]=2)[C:14]([N:16]2[C@H:20]([C:21]([OH:23])=O)[CH2:19][CH:18]=[N:17]2)=[O:15])[CH2:11][CH2:10][CH2:9][CH2:8]1.S(Cl)(C)(=O)=O.[N:41]1[CH:46]=[CH:45][C:44]([NH2:47])=[N:43][CH:42]=1. The catalyst class is: 9. Product: [CH:7]1([CH2:12][C@H:13]([CH2:24][N:25]([CH:34]=[O:35])[O:26][CH2:27][C:28]2[CH:29]=[CH:30][CH:31]=[CH:32][CH:33]=2)[C:14]([N:16]2[C@H:20]([C:21]([NH:47][C:44]3[CH:45]=[CH:46][N:41]=[CH:42][N:43]=3)=[O:23])[CH2:19][CH:18]=[N:17]2)=[O:15])[CH2:11][CH2:10][CH2:9][CH2:8]1. (4) Reactant: [F:1][C:2]1[CH:26]=[CH:25][CH:24]=[CH:23][C:3]=1[CH2:4][C:5]1[C:9]2=[N:10][CH:11]=[CH:12][CH:13]=[C:8]2[N:7]([C:14]2[N:19]=[C:18]([NH2:20])[C:17]([NH2:21])=[C:16]([NH2:22])[N:15]=2)[N:6]=1.Cl[C:28]([O:30][CH3:31])=[O:29]. Product: [CH3:31][O:30][C:28](=[O:29])[NH:21][C:17]1[C:16]([NH2:22])=[N:15][C:14]([N:7]2[C:8]3[C:9](=[N:10][CH:11]=[CH:12][CH:13]=3)[C:5]([CH2:4][C:3]3[CH:23]=[CH:24][CH:25]=[CH:26][C:2]=3[F:1])=[N:6]2)=[N:19][C:18]=1[NH2:20]. The catalyst class is: 17. (5) Product: [CH2:20]([N:4]([CH2:1][CH3:2])[CH2:5][CH:6]([C:8]1[CH:13]=[CH:12][C:11]([S:14]([CH2:17][CH2:18][CH3:19])(=[O:15])=[O:16])=[CH:10][CH:9]=1)[NH2:7])[CH3:21]. Reactant: [CH2:1]([N:4]([CH2:20][CH:21]=C)[CH2:5][CH:6]([C:8]1[CH:13]=[CH:12][C:11]([S:14]([CH2:17][CH2:18][CH3:19])(=[O:16])=[O:15])=[CH:10][CH:9]=1)[NH2:7])[CH:2]=C.C(=O)C.C(O)(=O)C.C([BH3-])#N.[Na+].CN1C(=O)CC(=O)N(C)C1=O. The catalyst class is: 5. (6) Reactant: [C:1]1([C:7]([C:9]2[N:17](S(C3C=CC=CC=3)(=O)=O)[C:12]3=[CH:13][N:14]=[CH:15][CH:16]=[C:11]3[CH:10]=2)=O)[CH:6]=[CH:5][CH:4]=[CH:3][CH:2]=1.[ClH:27].[CH2:28]([O:35][NH2:36])[C:29]1[CH:34]=[CH:33][CH:32]=[CH:31][CH:30]=1.N1C=CC=CC=1.[NH4+].[Cl-]. The catalyst class is: 26. Product: [ClH:27].[CH2:28]([O:35][N:36]=[C:7]([C:1]1[CH:2]=[CH:3][CH:4]=[CH:5][CH:6]=1)[C:9]1[NH:17][C:12]2=[CH:13][N:14]=[CH:15][CH:16]=[C:11]2[CH:10]=1)[C:29]1[CH:34]=[CH:33][CH:32]=[CH:31][CH:30]=1. (7) Reactant: [F:1][C:2]1[CH:8]=[C:7]([O:9][CH3:10])[CH:6]=[CH:5][C:3]=1[NH2:4].C([O:13][CH:14]=[C:15]([C:21](OCC)=O)[C:16]([O:18][CH2:19][CH3:20])=[O:17])C. Product: [F:1][C:2]1[CH:8]=[C:7]([O:9][CH3:10])[CH:6]=[C:5]2[C:3]=1[NH:4][CH:21]=[C:15]([C:16]([O:18][CH2:19][CH3:20])=[O:17])[C:14]2=[O:13]. The catalyst class is: 736.